From a dataset of Full USPTO retrosynthesis dataset with 1.9M reactions from patents (1976-2016). Predict the reactants needed to synthesize the given product. (1) Given the product [NH3:16].[CH:1]1([CH2:7][CH2:8][CH2:9][C@@H:10]([C:15]2[O:19][N:18]=[C:17]([CH2:20][S:21]([C:24]3[CH:25]=[CH:26][CH:27]=[CH:28][CH:29]=3)(=[O:23])=[O:22])[N:16]=2)[CH2:11][C:12]([NH:43][OH:44])=[O:13])[CH2:2][CH2:3][CH2:4][CH2:5][CH2:6]1, predict the reactants needed to synthesize it. The reactants are: [CH:1]1([CH2:7][CH2:8][CH2:9][C@@H:10]([C:15]2[O:19][N:18]=[C:17]([CH2:20][S:21]([C:24]3[CH:29]=[CH:28][CH:27]=[CH:26][CH:25]=3)(=[O:23])=[O:22])[N:16]=2)[CH2:11][C:12](O)=[O:13])[CH2:6][CH2:5][CH2:4][CH2:3][CH2:2]1.C(N1C=CN=C1)(N1C=CN=C1)=O.Cl.[NH2:43][OH:44]. (2) Given the product [OH:14][C:8]1[C:9]([NH:10][C:11](=[O:13])[CH3:12])=[C:4]([OH:3])[N:5]=[C:6]([S:15][CH2:17][CH2:18][CH3:19])[N:7]=1, predict the reactants needed to synthesize it. The reactants are: [OH-].[Na+].[OH:3][C:4]1[C:9]([NH:10][C:11](=[O:13])[CH3:12])=[C:8]([OH:14])[N:7]=[C:6]([SH:15])[N:5]=1.Br[CH2:17][CH2:18][CH3:19].Cl. (3) Given the product [CH3:26][C:3]1[CH:4]=[C:5]([C:8]2[O:12][N:11]=[C:10]([C:13]3[CH:21]=[CH:20][CH:19]=[C:18]4[C:14]=3[CH:15]=[CH:16][N:17]4[CH2:22][C:23]([NH2:25])=[O:24])[N:9]=2)[CH:6]=[CH:7][C:2]=1[O:31][C@H:29]([CH3:30])[C:28]([F:33])([F:32])[F:27], predict the reactants needed to synthesize it. The reactants are: F[C:2]1[CH:7]=[CH:6][C:5]([C:8]2[O:12][N:11]=[C:10]([C:13]3[CH:21]=[CH:20][CH:19]=[C:18]4[C:14]=3[CH:15]=[CH:16][N:17]4[CH2:22][C:23]([NH2:25])=[O:24])[N:9]=2)=[CH:4][C:3]=1[CH3:26].[F:27][C:28]([F:33])([F:32])[C@H:29]([OH:31])[CH3:30].[H-].[Na+].O. (4) Given the product [O:16]=[C:7]1[N:6]([CH2:5][CH:4]=[O:3])[C:11]2[CH:12]=[CH:13][CH:14]=[CH:15][C:10]=2[O:9][CH2:8]1, predict the reactants needed to synthesize it. The reactants are: C([O:3][CH:4](OCC)[CH2:5][N:6]1[C:11]2[CH:12]=[CH:13][CH:14]=[CH:15][C:10]=2[O:9][CH2:8][C:7]1=[O:16])C.Cl. (5) Given the product [CH2:1]([O:8][C:9](=[O:16])[NH:10][C:11]1([C:14]2[NH:19][N:18]=[N:17][N:15]=2)[CH2:13][CH2:12]1)[C:2]1[CH:3]=[CH:4][CH:5]=[CH:6][CH:7]=1, predict the reactants needed to synthesize it. The reactants are: [CH2:1]([O:8][C:9](=[O:16])[NH:10][C:11]1([C:14]#[N:15])[CH2:13][CH2:12]1)[C:2]1[CH:7]=[CH:6][CH:5]=[CH:4][CH:3]=1.[N-:17]=[N+:18]=[N-:19].[Na+].[NH4+].[Cl-]. (6) Given the product [C:12]([NH:16][S:8]([CH2:7][C:1]1[CH:6]=[CH:5][CH:4]=[CH:3][CH:2]=1)(=[O:10])=[O:9])([CH3:15])([CH3:14])[CH3:13], predict the reactants needed to synthesize it. The reactants are: [C:1]1([CH2:7][S:8](Cl)(=[O:10])=[O:9])[CH:6]=[CH:5][CH:4]=[CH:3][CH:2]=1.[C:12]([NH2:16])([CH3:15])([CH3:14])[CH3:13].CCN(C(C)C)C(C)C. (7) Given the product [CH3:1][O:2][CH2:3][CH2:4][N:5]1[CH:9]=[CH:8][C:7]([NH:10][C:11]([C:13]2[C:18]([NH:19][C:26]3[CH:25]=[N:24][CH:23]=[C:22]([F:21])[CH:27]=3)=[CH:17][CH:16]=[C:15]([CH3:20])[N:14]=2)=[O:12])=[N:6]1, predict the reactants needed to synthesize it. The reactants are: [CH3:1][O:2][CH2:3][CH2:4][N:5]1[CH:9]=[CH:8][C:7]([NH:10][C:11]([C:13]2[C:18]([NH2:19])=[CH:17][CH:16]=[C:15]([CH3:20])[N:14]=2)=[O:12])=[N:6]1.[F:21][C:22]1[CH:23]=[N:24][CH:25]=[C:26](F)[CH:27]=1.